From a dataset of Catalyst prediction with 721,799 reactions and 888 catalyst types from USPTO. Predict which catalyst facilitates the given reaction. Reactant: [ClH:1].[N+:2]([C:5]1[CH:14]=[CH:13][CH:12]=[C:11]2[C:6]=1[CH2:7][CH2:8][CH2:9][C:10]2=[N:15]O)([O-:4])=[O:3]. Product: [ClH:1].[N+:2]([C:5]1[CH:14]=[CH:13][CH:12]=[C:11]2[C:6]=1[CH:7]=[CH:8][CH:9]=[C:10]2[NH2:15])([O-:4])=[O:3]. The catalyst class is: 15.